This data is from Full USPTO retrosynthesis dataset with 1.9M reactions from patents (1976-2016). The task is: Predict the reactants needed to synthesize the given product. Given the product [C:1]([O:5][C:6](=[O:7])[NH:8][C@H:9]1[C:10]2[C:15](=[CH:14][C:13]([C:36]([CH2:35][N:38]3[CH2:43][CH2:42][CH2:41][CH2:40][CH2:39]3)=[CH2:37])=[CH:12][CH:11]=2)[CH2:16][CH2:17][CH2:18]1)([CH3:4])([CH3:3])[CH3:2], predict the reactants needed to synthesize it. The reactants are: [C:1]([O:5][C:6]([NH:8][CH:9]1[CH2:18][CH2:17][CH2:16][C:15]2[CH:14]=[C:13](OS(C(F)(F)F)(=O)=O)[CH:12]=[CH:11][C:10]1=2)=[O:7])([CH3:4])([CH3:3])[CH3:2].N#N.C([O-])([O-])=O.[K+].[K+].[CH2:35]([N:38]1[CH2:43][CH2:42][CH2:41][CH2:40][CH2:39]1)[CH:36]=[CH2:37].